This data is from Full USPTO retrosynthesis dataset with 1.9M reactions from patents (1976-2016). The task is: Predict the reactants needed to synthesize the given product. (1) Given the product [CH3:1][O:2][C:3]1[CH:4]=[CH:5][C:6]2[N:14]3[C:9]([CH2:10][CH2:11][CH2:12][CH2:13]3)=[C:8]([CH2:15][CH2:16][NH2:17])[C:7]=2[N:20]=1, predict the reactants needed to synthesize it. The reactants are: [CH3:1][O:2][C:3]1[CH:4]=[CH:5][C:6]2[N:14]3[C:9]([CH2:10][CH2:11][CH2:12][CH2:13]3)=[C:8]([CH2:15][CH2:16][N+:17]([O-])=O)[C:7]=2[N:20]=1. (2) Given the product [Br:1][C:2]1[C:10]2[C:5](=[N:6][CH:7]=[N:8][C:9]=2[NH:11][C:17]2[N:22]=[CH:21][CH:20]=[CH:19][N:18]=2)[N:4]([C:12]([CH3:15])([CH3:14])[CH3:13])[N:3]=1, predict the reactants needed to synthesize it. The reactants are: [Br:1][C:2]1[C:10]2[C:5](=[N:6][CH:7]=[N:8][C:9]=2[NH2:11])[N:4]([C:12]([CH3:15])([CH3:14])[CH3:13])[N:3]=1.Cl[C:17]1[N:22]=[CH:21][CH:20]=[CH:19][N:18]=1.C(=O)([O-])[O-].[K+].[K+].O. (3) Given the product [CH:1]([C:3]1[CH:10]=[CH:9][C:6]([CH2:7][N:11]=[N+:12]=[N-:13])=[CH:5][CH:4]=1)=[CH2:2], predict the reactants needed to synthesize it. The reactants are: [CH:1]([C:3]1[CH:10]=[CH:9][C:6]([CH2:7]Cl)=[CH:5][CH:4]=1)=[CH2:2].[N-:11]=[N+:12]=[N-:13].[Na+].